This data is from M1 muscarinic receptor antagonist screen with 61,756 compounds. The task is: Binary Classification. Given a drug SMILES string, predict its activity (active/inactive) in a high-throughput screening assay against a specified biological target. (1) The compound is s1c(nc2c1cccc2)c1oc(cc1)C(=O)Nc1sc(cn1)C. The result is 0 (inactive). (2) The compound is O1c2c(OCC1)ccc(N\C=C1\C(=O)C(OC)=CC=C1)c2. The result is 0 (inactive). (3) The molecule is Cl\C(Cl)=C/NC(=O)c1ccc(cc1)C. The result is 0 (inactive). (4) The compound is O=C(Nc1nc2c(c(c1)C)c(oc1c2cccc1)=O)CN1C(CCCC1)C. The result is 0 (inactive). (5) The compound is Clc1c(N2CCN(CC2)C(=O)CCC)ccc(NC(=O)c2oc3c(c2)cccc3)c1. The result is 0 (inactive). (6) The molecule is Clc1ccc(N2C(=O)C(N3CCN(CC3)c3cc(OC)ccc3)CC2=O)cc1. The result is 0 (inactive). (7) The compound is n1(c2c(c(c3[nH]c4c(n3)cccc4)c1)cccc2)C. The result is 0 (inactive). (8) The drug is O(CCC(C)C)c1ccc(cc1)C(O)=O. The result is 0 (inactive). (9) The compound is S(CC(=O)NC(=O)NCc1occc1)c1oc(nn1)c1ccc(OC)cc1. The result is 0 (inactive).